This data is from Experimentally validated miRNA-target interactions with 360,000+ pairs, plus equal number of negative samples. The task is: Binary Classification. Given a miRNA mature sequence and a target amino acid sequence, predict their likelihood of interaction. (1) The miRNA is hsa-miR-92a-3p with sequence UAUUGCACUUGUCCCGGCCUGU. The protein sequence of the target gene is MLARNNSLVTEFILAGLTDHPEFQQPLFFLFLVVYIVTMVGNLGLIILFGLNSHLHTPMYYFLFNLSFIDLCYSSVFTPKMLMNFVSKKNIISYVGCMTQLFFFLFFVISECYMLTSMAYDRYVAICNPLLYKVTMSHQVCSMLTFAAYIMGLAGATAHTGCMLRLTFCSANIINHYLCDILPLLQLSCTSTYVNEVVVLIVVGINIMVPSCTILISYVFIVTSILHIKSTQGRSKAFSTCSSHVIALSLFFGSAAFMYIKYSSGSMEQGKVSSVFYTNVVPMLNPLIYSLRNKDVKVAL.... Result: 0 (no interaction). (2) The miRNA is hsa-miR-15b-5p with sequence UAGCAGCACAUCAUGGUUUACA. The protein sequence of the target gene is MNRHLCVWLFRHPSLNGYLQCHIQLHSHQFRQIHLDTRLQVFRQNRNCILHLLSKNWSRRYCHQDTKMLWKHKALQKYMENLSKEYQTLEQCLQHIPVNEENRRSLNRRHAELAPLAAIYQEIQETEQAIEELESMCKSLNKQDEKQLQELALEERQTIDQKINMLYNELFQSLVPKEKYDKNDVILEVTAGRTTGGDICQQFTREIFDMYQNYSCYKHWQFELLNYTPADYGGLHHAAARISGDGVYKHLKYEGGIHRVQRIPEVGLSSRMQRIHTGTMSVIVLPQPDEVDVKLDPKDL.... Result: 0 (no interaction). (3) The miRNA is mmu-miR-760-3p with sequence CGGCUCUGGGUCUGUGGGGA. The protein sequence of the target gene is MPFLELDTNLPANRVPAGLEKRLCAAAASILGKPADRVNVTVRPGLAMALSGSTEPCAQLSISSIGVVGTAEDNRSHSAHFFEFLTKELALGQDRFPTVLSTSPAAHGGPRCPGEIIEGKKSCLNEEALFIYFI. Result: 0 (no interaction). (4) The miRNA is mmu-miR-124-3p with sequence UAAGGCACGCGGUGAAUGCC. The protein sequence of the target gene is MAGDRNRHCELEQEKYDTHENVKIICLGDSAVGKSKLMERFLMDGFQPQQLSTYALTLYKHTATVDGKTILVDFWDTAGQERFQSMHASYYHKAHACIMVFDVQRKITYKNLGTWYAELREFRPEIPCILVANKIDADIQMTQKNFSFAKKFSLPLYFVSAADGTNVVKLFNDAIRLAVAYKESSQDFMDEVLQELENFKLEQKEEDTSGQEQSDTTKSPSPS. Result: 1 (interaction). (5) The miRNA is mmu-miR-1946a with sequence AGCCGGGCAGUGGUGGCACACACUUUU. The protein sequence of the target gene is MEDALLGAMTGPEDELGAELFGSERVFADGLALSPAGGAADRDELPVLADAYLGATEPGEPLLRALSPPPGAEVPAALLGDFPGLPELRSPDDAAPPPAYSVHVLSSLLPGARGPALLPLSAGVRVIPVEIKEAGGSVPGGSPEDAAFQAPLAQESCCKFPSSQEAEEASSCPRKKDSSPMVICQLKGGAQMLCIDNCGARELKALHLLPQYDDQSSFPQSELPKPMTTLVGRLLPVPAKLNLITQVDNGALPSAVNGAAFPSGPALQGPPKITLSGYCDCFSSGDFCNSCSCNNLRHEL.... Result: 0 (no interaction). (6) The miRNA is hsa-miR-1247-3p with sequence CCCCGGGAACGUCGAGACUGGAGC. The protein sequence of the target gene is MCLSPVKGAKLILIFLFLGAVQSNALIVNLTDSKGTCLYAEWEMNFTITYETTNQTNKTITIAVPDKATHDGSSCGDDRNSAKIMIQFGFAVSWAVNFTKEASHYSIHDIVLSYNTSDSTVFPGAVAKGVHTVKNPENFKVPLDVIFKCNSVLTYNLTPVVQKYWGIHLQAFVQNGTVSKNEQVCEEDQTPTTVAPIIHTTAPSTTTTLTPTSTPTPTPTPTPTVGNYSIRNGNTTCLLATMGLQLNITEEKVPFIFNINPATTNFTGSCQPQSAQLRLNNSQIKYLDFIFAVKNEKRFY.... Result: 0 (no interaction). (7) The miRNA is hsa-miR-1301-5p with sequence CGCUCUAGGCACCGCAGCA. The protein sequence of the target gene is MSPGGKFDFDDGGCYVGGWEAGRAHGYGVCTGPGAQGEYSGCWAHGFESLGVFTGPGGHSYQGHWQQGKREGLGVERKSRWTYRGEWLGGLKGRSGVWESVSGLRYAGLWKDGFQDGYGTETYSDGGTYQGQWQAGKRHGYGVRQSVPYHQAALLRSPRRTSLDSGHSDPPTPPPPLPLPGDEGGSPASGSRGGFVLAGPGDADGASSRKRTPAAGGFFRRSLLLSGLRAGGRRSSLGSKRGSLRSEVSSEVGSTGPPGSEASGPPAAAPPALIEGSATEVYAGEWRADRRSGFGVSQRS.... Result: 0 (no interaction). (8) The miRNA is mmu-miR-129b-5p with sequence GCUUUUUGGGGUAAGGGCUUCC. The protein sequence of the target gene is MAMGDDKSFDDEESVDGNRPSSAASAFKVPAPKTSGNPANSARKPGSAGGPKVGGASKEGGAGAVDEDDFIKAFTDVPSIQIYSSRELEETLNKIREILSDDKHDWDQRANALKKIRSLLVAGAAQYDCFFQHLRLLDGALKLSAKDLRSQVVREACITVAHLSTVLGNKFDHGAEAIVPTLFNLVPNSAKVMATSGCAAIRFIIRHTHVPRLIPLITSNCTSKSVPVRRRSFEFLDLLLQEWQTHSLERHAAVLVETIKKGIHDADAEARVEARKTYMGLRNHFPGEAETLYNSLEPSY.... Result: 0 (no interaction). (9) The miRNA is mmu-miR-34b-5p with sequence AGGCAGUGUAAUUAGCUGAUUGU. The protein sequence of the target gene is MSQDDAEVASGVVLEELSSWSEEMCRRELPSVLPRLLSMYQCSESWIEHIRILKIIVEMFLPHMNHLTLEETLFSQVLPKSIKLFDGMICELTSEARELSSQNLEIQVTIRNILQAMVQVIGGFTGCVRHVCATQKSVFLGSIQSLPSFILHIIKSAFVHCKNSECVYSGRLHLVSDLLQVLFKEAYSLQKQLMGLLDTVCLDPSVDENNALIMVGVIHSLLDICSVISGMDQAFHANTWKFIIKQSLKHHSVIKSQLRHKEIISSLCEDILFSFHSCLQLAEQITQPAAQGNADYRLFQ.... Result: 1 (interaction). (10) The miRNA is hsa-miR-4496 with sequence GAGGAAACUGAAGCUGAGAGGG. The protein sequence of the target gene is MTTAHFYCQYCTASLLGKKYVLKDDSPYCVTCYDRVFSNYCEECKKPIESDSKDLCYKDRHWHEGCFKCTKCNHSLVEKPFAAKDERLLCTECYSNECSSKCFHCKRTIMPGSRKMEFKGNYWHETCFVCENCRQPIGTKPLISKESGNYCVPCFEKEFAHYCNFCKKVITSGGITFCDQLWHKECFLCSGCRKDLCEEQFMSRDDYPFCVDCYNHLYANKCVACSKPISGLTGAKFICFQDSQWHSECFNCGKCSVSLVGKGFLTQNKEIFCQKCGSGMDTDI. Result: 0 (no interaction).